From a dataset of NCI-60 drug combinations with 297,098 pairs across 59 cell lines. Regression. Given two drug SMILES strings and cell line genomic features, predict the synergy score measuring deviation from expected non-interaction effect. (1) Drug 1: COC1=C2C(=CC3=C1OC=C3)C=CC(=O)O2. Drug 2: CC1C(C(CC(O1)OC2CC(CC3=C2C(=C4C(=C3O)C(=O)C5=C(C4=O)C(=CC=C5)OC)O)(C(=O)CO)O)N)O.Cl. Cell line: HOP-92. Synergy scores: CSS=58.7, Synergy_ZIP=0.535, Synergy_Bliss=0.455, Synergy_Loewe=1.02, Synergy_HSA=5.04. (2) Drug 1: CC1=C(C(=O)C2=C(C1=O)N3CC4C(C3(C2COC(=O)N)OC)N4)N. Drug 2: C(CCl)NC(=O)N(CCCl)N=O. Cell line: HL-60(TB). Synergy scores: CSS=0.561, Synergy_ZIP=-0.242, Synergy_Bliss=-0.163, Synergy_Loewe=-4.82, Synergy_HSA=-4.67. (3) Drug 1: C1=NC2=C(N1)C(=S)N=C(N2)N. Drug 2: CCC1=C2CN3C(=CC4=C(C3=O)COC(=O)C4(CC)O)C2=NC5=C1C=C(C=C5)O. Cell line: HT29. Synergy scores: CSS=36.1, Synergy_ZIP=-6.67, Synergy_Bliss=-1.84, Synergy_Loewe=-6.38, Synergy_HSA=-1.72. (4) Drug 1: CS(=O)(=O)C1=CC(=C(C=C1)C(=O)NC2=CC(=C(C=C2)Cl)C3=CC=CC=N3)Cl. Drug 2: CC1C(C(CC(O1)OC2CC(CC3=C2C(=C4C(=C3O)C(=O)C5=C(C4=O)C(=CC=C5)OC)O)(C(=O)CO)O)N)O.Cl. Cell line: SF-539. Synergy scores: CSS=49.5, Synergy_ZIP=-4.86, Synergy_Bliss=-4.62, Synergy_Loewe=-15.0, Synergy_HSA=-0.717. (5) Drug 1: CCC1=CC2CC(C3=C(CN(C2)C1)C4=CC=CC=C4N3)(C5=C(C=C6C(=C5)C78CCN9C7C(C=CC9)(C(C(C8N6C)(C(=O)OC)O)OC(=O)C)CC)OC)C(=O)OC.C(C(C(=O)O)O)(C(=O)O)O. Drug 2: C1=NC2=C(N=C(N=C2N1C3C(C(C(O3)CO)O)O)F)N. Cell line: SR. Synergy scores: CSS=52.4, Synergy_ZIP=0.0757, Synergy_Bliss=-0.135, Synergy_Loewe=-28.9, Synergy_HSA=0.323. (6) Drug 1: C1=NC2=C(N=C(N=C2N1C3C(C(C(O3)CO)O)F)Cl)N. Drug 2: CN(C(=O)NC(C=O)C(C(C(CO)O)O)O)N=O. Cell line: NCI-H226. Synergy scores: CSS=2.97, Synergy_ZIP=-1.73, Synergy_Bliss=-2.06, Synergy_Loewe=-0.752, Synergy_HSA=-0.742. (7) Drug 1: CS(=O)(=O)C1=CC(=C(C=C1)C(=O)NC2=CC(=C(C=C2)Cl)C3=CC=CC=N3)Cl. Drug 2: CC1CCCC2(C(O2)CC(NC(=O)CC(C(C(=O)C(C1O)C)(C)C)O)C(=CC3=CSC(=N3)C)C)C. Cell line: A498. Synergy scores: CSS=4.86, Synergy_ZIP=-0.971, Synergy_Bliss=2.46, Synergy_Loewe=0.704, Synergy_HSA=2.04.